Dataset: Reaction yield outcomes from USPTO patents with 853,638 reactions. Task: Predict the reaction yield, written as a fraction of the theoretical maximum amount of product (1.0 means a 100% yield; for example, 0.34 means a 34% yield). (1) The catalyst is C1(C)C=CC=CC=1.C(O)C.C([N+](CCCC)(CCCC)CCCC)CCC.S([O-])(O)(=O)=O.O.C(O)(=O)C. The reactants are [O:1]1[CH2:6][CH2:5][CH:4]([CH2:7]SC(=O)C)[CH2:3][CH2:2]1.[O-]CC.[Na+].Br[C:17]([CH3:24])([CH3:23])[C:18]([O:20][CH2:21][CH3:22])=[O:19].O[O:26][S:27]([O-:29])=O.[K+]. The product is [CH2:21]([O:20][C:18](=[O:19])[C:17]([CH3:24])([S:27]([CH2:7][CH:4]1[CH2:5][CH2:6][O:1][CH2:2][CH2:3]1)(=[O:29])=[O:26])[CH3:23])[CH3:22]. The yield is 0.870. (2) The yield is 0.420. The product is [C:1]([O:5][C:6]([N:8]1[CH2:13][CH2:12][C:11]([CH:18]2[CH2:23][CH2:22][CH2:21][CH2:20][CH2:19]2)([CH2:14][CH2:15][C:16]2[NH:38][CH:34]=[N:35][CH:36]=2)[CH2:10][CH2:9]1)=[O:7])([CH3:4])([CH3:3])[CH3:2]. The reactants are [C:1]([O:5][C:6]([N:8]1[CH2:13][CH2:12][C:11]([CH:18]2[CH2:23][CH2:22][CH2:21][CH2:20][CH2:19]2)([CH2:14][CH2:15][CH:16]=O)[CH2:10][CH2:9]1)=[O:7])([CH3:4])([CH3:3])[CH3:2].S([CH2:34][N+:35]#[C-:36])(C1C=CC(C)=CC=1)(=O)=O.[C-]#[N:38].[Na+]. The catalyst is C(O)C. (3) The reactants are [F:1][C:2]([F:16])([F:15])[O:3][C:4]1[CH:5]=[C:6]2[C:11](=[C:12]([NH2:14])[CH:13]=1)[N:10]=[CH:9][CH:8]=[CH:7]2.[N:17]1[CH:22]=[CH:21][CH:20]=[CH:19][C:18]=1[S:23](Cl)(=[O:25])=[O:24].N1C=CC=CC=1. The catalyst is CN(C1C=CN=CC=1)C.C(Cl)Cl. The product is [F:16][C:2]([F:1])([F:15])[O:3][C:4]1[CH:5]=[C:6]2[C:11](=[C:12]([NH:14][S:23]([C:18]3[CH:19]=[CH:20][CH:21]=[CH:22][N:17]=3)(=[O:25])=[O:24])[CH:13]=1)[N:10]=[CH:9][CH:8]=[CH:7]2. The yield is 0.560.